This data is from Full USPTO retrosynthesis dataset with 1.9M reactions from patents (1976-2016). The task is: Predict the reactants needed to synthesize the given product. (1) Given the product [OH:6][C:7]1[CH:17]=[CH:16][CH:15]=[CH:14][C:8]=1[CH:9]=[CH:10][C:11]([O:13][CH3:18])=[O:12], predict the reactants needed to synthesize it. The reactants are: Cl[Si](C)(C)C.[OH:6][C:7]1[CH:17]=[CH:16][CH:15]=[CH:14][C:8]=1[CH:9]=[CH:10][C:11]([OH:13])=[O:12].[CH3:18]COC(C)=O.CO.O. (2) The reactants are: [CH3:1][N:2]([CH3:36])[C:3]1[CH:8]=[CH:7][C:6]([C:9]2[C:14]([N:15]3[CH2:20][CH2:19][N:18](C(OCC)=O)[CH:17]([C:26]4[CH:31]=[CH:30][C:29]([O:32][CH3:33])=[CH:28][CH:27]=4)[CH2:16]3)=[CH:13][CH:12]=[C:11]([O:34][CH3:35])[N:10]=2)=[CH:5][CH:4]=1.[OH-].[K+]. Given the product [CH3:35][O:34][C:11]1[N:10]=[C:9]([C:6]2[CH:5]=[CH:4][C:3]([N:2]([CH3:36])[CH3:1])=[CH:8][CH:7]=2)[C:14]([N:15]2[CH2:20][CH2:19][NH:18][CH:17]([C:26]3[CH:27]=[CH:28][C:29]([O:32][CH3:33])=[CH:30][CH:31]=3)[CH2:16]2)=[CH:13][CH:12]=1, predict the reactants needed to synthesize it. (3) Given the product [CH2:16]([N:20]([CH2:21][CH3:23])[CH2:31][CH2:35][O:34][C:33]1[CH:32]=[CH:11][C:6]([NH:5][CH:2]=[C:3]2[C:11]3[C:6](=[CH:7][C:8]([C:12]([C:14]4[CH:15]=[C:16]([NH:20][C:21]([C:23]5[N:24]([CH3:29])[N:25]=[C:26]([CH3:28])[CH:27]=5)=[O:22])[CH:17]=[CH:18][CH:19]=4)=[O:13])=[CH:9][CH:10]=3)[NH:5][C:4]2=[O:30])=[CH:7][CH:8]=1)[CH3:15], predict the reactants needed to synthesize it. The reactants are: O[CH:2]=[C:3]1[C:11]2[C:6](=[CH:7][C:8]([C:12]([C:14]3[CH:15]=[C:16]([NH:20][C:21]([C:23]4[N:24]([CH3:29])[N:25]=[C:26]([CH3:28])[CH:27]=4)=[O:22])[CH:17]=[CH:18][CH:19]=3)=[O:13])=[CH:9][CH:10]=2)[NH:5][C:4]1=[O:30].[CH2:31]1[CH2:35][O:34][CH2:33][CH2:32]1. (4) Given the product [NH2:1][C:4]1[CH:5]=[CH:6][C:7]([N:10]2[CH2:11][CH2:12][N:13]([C:16]([O:18][CH2:19][C:20]3[CH:21]=[CH:22][CH:23]=[CH:24][CH:25]=3)=[O:17])[CH2:14][CH2:15]2)=[CH:8][CH:9]=1, predict the reactants needed to synthesize it. The reactants are: [N+:1]([C:4]1[CH:9]=[CH:8][C:7]([N:10]2[CH2:15][CH2:14][N:13]([C:16]([O:18][CH2:19][C:20]3[CH:25]=[CH:24][CH:23]=[CH:22][CH:21]=3)=[O:17])[CH2:12][CH2:11]2)=[CH:6][CH:5]=1)([O-])=O. (5) Given the product [CH3:15][C:7]1[N:6]=[C:5]([NH:3][N:4]=[C:30]([C:28]2[CH:29]=[C:24]([CH3:23])[CH:25]=[CH:26][CH:27]=2)[CH3:32])[C:14]2[C:9](=[CH:10][CH:11]=[CH:12][CH:13]=2)[N:8]=1, predict the reactants needed to synthesize it. The reactants are: Cl.Cl.[NH:3]([C:5]1[C:14]2[C:9](=[CH:10][CH:11]=[CH:12][CH:13]=2)[N:8]=[C:7]([CH3:15])[N:6]=1)[NH2:4].C(N(CC)CC)C.[CH3:23][C:24]1[CH:29]=[C:28]([C:30]([CH3:32])=O)[CH:27]=[CH:26][CH:25]=1.